Dataset: Full USPTO retrosynthesis dataset with 1.9M reactions from patents (1976-2016). Task: Predict the reactants needed to synthesize the given product. (1) Given the product [CH3:15][N:1]1[C:9]2[C:4](=[CH:5][CH:6]=[C:7]([B:10]([OH:12])[OH:11])[CH:8]=2)[CH:3]=[CH:2]1, predict the reactants needed to synthesize it. The reactants are: [NH:1]1[C:9]2[C:4](=[CH:5][CH:6]=[C:7]([B:10]([OH:12])[OH:11])[CH:8]=2)[CH:3]=[CH:2]1.[H-].[Na+].[CH2:15]1COCC1.CI. (2) Given the product [CH3:1][C:2]1[NH:3][C:4]2[C:9]([CH:10]=1)=[C:8]([O:11][CH2:12][CH:13]([OH:35])[CH2:14][N:15]1[CH2:22][CH:21]3[N:23]([CH:25]4[CH2:34][CH2:33][C:32]5[C:27](=[CH:28][CH:29]=[CH:30][CH:31]=5)[CH2:26]4)[CH2:24][CH:16]1[CH2:17][CH2:18][CH2:19][CH2:20]3)[CH:7]=[CH:6][CH:5]=2, predict the reactants needed to synthesize it. The reactants are: [CH3:1][C:2]1[NH:3][C:4]2[C:9]([CH:10]=1)=[C:8]([O:11][CH2:12][CH:13]([OH:35])[CH2:14][N:15]1[CH2:22][CH:21]3[N:23]([C:25]4[CH:34]=[CH:33][C:32]5[C:27](=[CH:28][CH:29]=[CH:30][CH:31]=5)[CH:26]=4)[CH2:24][CH:16]1[CH2:17][CH:18]=[CH:19][CH2:20]3)[CH:7]=[CH:6][CH:5]=2. (3) Given the product [B:19]([C:2]1[CH:14]=[CH:13][C:5]([O:6][CH2:7][CH2:8][CH2:9][C:10]([OH:12])=[O:11])=[CH:4][CH:3]=1)([OH:20])[OH:18], predict the reactants needed to synthesize it. The reactants are: Br[C:2]1[CH:14]=[CH:13][C:5]([O:6][CH2:7][CH2:8][CH2:9][C:10]([OH:12])=[O:11])=[CH:4][CH:3]=1.CC1(C)C[O:20][B:19](B2OCC(C)(C)CO2)[O:18]C1.C([O-])(=O)C.[K+].Cl. (4) The reactants are: [C:1]1([C:7]2[C:8]([C:18]3[CH:25]=[CH:24][C:21]([CH:22]=[O:23])=[CH:20][CH:19]=3)=[N:9][C:10]3[N:11]([N:13]=[CH:14][C:15]=3[CH:16]=[CH2:17])[CH:12]=2)[CH:6]=[CH:5][CH:4]=[CH:3][CH:2]=1. Given the product [CH2:16]([C:15]1[CH:14]=[N:13][N:11]2[CH:12]=[C:7]([C:1]3[CH:2]=[CH:3][CH:4]=[CH:5][CH:6]=3)[C:8]([C:18]3[CH:19]=[CH:20][C:21]([CH:22]=[O:23])=[CH:24][CH:25]=3)=[N:9][C:10]=12)[CH3:17], predict the reactants needed to synthesize it. (5) The reactants are: [CH3:1][C@H:2]([NH:11][CH3:12])[C@@H:3]([OH:10])[C:4]1[CH:9]=[CH:8][CH:7]=[CH:6][CH:5]=1.C([Li])CCC.[NH2:18][C:19]1[N:24]=[CH:23][N:22]=[C:21]2[N:25]([CH2:47][C:48](OCC)=[O:49])[N:26]=[C:27]([C:28]3[CH:33]=[CH:32][C:31]([NH:34][S:35]([C:38]4[CH:43]=[CH:42][CH:41]=[C:40]([Cl:44])[C:39]=4[Cl:45])(=[O:37])=[O:36])=[C:30]([F:46])[CH:29]=3)[C:20]=12. Given the product [OH:10][C@@H:3]([C:4]1[CH:9]=[CH:8][CH:7]=[CH:6][CH:5]=1)[C@H:2]([N:11]([CH3:12])[C:48](=[O:49])[CH2:47][N:25]1[C:21]2=[N:22][CH:23]=[N:24][C:19]([NH2:18])=[C:20]2[C:27]([C:28]2[CH:33]=[CH:32][C:31]([NH:34][S:35]([C:38]3[CH:43]=[CH:42][CH:41]=[C:40]([Cl:44])[C:39]=3[Cl:45])(=[O:37])=[O:36])=[C:30]([F:46])[CH:29]=2)=[N:26]1)[CH3:1], predict the reactants needed to synthesize it. (6) Given the product [OH:1][NH:2][C:15](=[O:16])[CH2:14][CH2:13][CH2:12][CH2:11][CH:10]=[C:9]([C:18]1[CH:23]=[CH:22][CH:21]=[CH:20][N:19]=1)[C:4]1[CH:5]=[CH:6][CH:7]=[CH:8][N:3]=1, predict the reactants needed to synthesize it. The reactants are: [OH:1][NH2:2].[N:3]1[CH:8]=[CH:7][CH:6]=[CH:5][C:4]=1[C:9]([C:18]1[CH:23]=[CH:22][CH:21]=[CH:20][N:19]=1)=[CH:10][CH2:11][CH2:12][CH2:13][CH2:14][C:15](O)=[O:16].CCOC(C)=O.